Dataset: Peptide-MHC class II binding affinity with 134,281 pairs from IEDB. Task: Regression. Given a peptide amino acid sequence and an MHC pseudo amino acid sequence, predict their binding affinity value. This is MHC class II binding data. (1) The peptide sequence is KLTITGKGTLDGQGK. The MHC is HLA-DQA10102-DQB10602 with pseudo-sequence HLA-DQA10102-DQB10602. The binding affinity (normalized) is 0.146. (2) The peptide sequence is PGHGISVGSLGRYKD. The MHC is DRB1_0901 with pseudo-sequence DRB1_0901. The binding affinity (normalized) is 0.194.